Dataset: Full USPTO retrosynthesis dataset with 1.9M reactions from patents (1976-2016). Task: Predict the reactants needed to synthesize the given product. Given the product [Cl:21][P:20]([Cl:22])[O:13][CH:10]1[CH2:9][CH2:8][C:7]([C:14]2[CH:19]=[CH:18][CH:17]=[CH:16][CH:15]=2)([C:1]2[CH:2]=[CH:3][CH:4]=[CH:5][CH:6]=2)[CH2:12][CH2:11]1, predict the reactants needed to synthesize it. The reactants are: [C:1]1([C:7]2([C:14]3[CH:19]=[CH:18][CH:17]=[CH:16][CH:15]=3)[CH2:12][CH2:11][CH:10]([OH:13])[CH2:9][CH2:8]2)[CH:6]=[CH:5][CH:4]=[CH:3][CH:2]=1.[P:20](Cl)([Cl:22])[Cl:21].